From a dataset of Forward reaction prediction with 1.9M reactions from USPTO patents (1976-2016). Predict the product of the given reaction. (1) Given the reactants C([O:3][C:4](=[O:18])[CH2:5][O:6][C:7]1[CH:12]=[CH:11][C:10]([S:13](Cl)(=O)=O)=[CH:9][C:8]=1[Br:17])C.II.[OH2:21], predict the reaction product. The product is: [Br:17][C:8]1[CH:9]=[C:10]([S:13][S:13][C:10]2[CH:11]=[CH:12][C:7]([O:6][CH2:5][C:4]([OH:3])=[O:18])=[C:8]([Br:17])[CH:9]=2)[CH:11]=[CH:12][C:7]=1[O:21][CH2:5][C:4]([OH:18])=[O:3]. (2) The product is: [CH:1]1([N:7]2[CH2:11][C:10]([CH3:14])([CH3:13])[CH:9]([O:15][S:30]([C:25]3[CH:26]=[CH:27][C:22]([CH3:23])=[CH:29][CH:24]=3)(=[O:32])=[O:31])[C:8]2=[O:16])[CH2:6][CH2:5][CH2:4][CH2:3][CH2:2]1. Given the reactants [CH:1]1([NH:7][C:8](=[O:16])[CH:9]([OH:15])[C:10]([CH3:14])([CH3:13])[CH2:11]O)[CH2:6][CH2:5][CH2:4][CH2:3][CH2:2]1.C(N([CH2:22][CH3:23])CC)C.[C:24]1(C)[C:25]([S:30](Cl)(=[O:32])=[O:31])=[CH:26][CH:27]=C[CH:29]=1.[H-].[Na+], predict the reaction product. (3) Given the reactants [OH:1][C:2]1([CH2:15][NH:16][C:17]2([CH3:21])[CH2:20][CH2:19][CH2:18]2)[CH2:7][CH2:6][N:5]([C:8]([O:10][C:11]([CH3:14])([CH3:13])[CH3:12])=[O:9])[CH2:4][CH2:3]1.C(N(CC)CC)C.Cl[CH2:30][C:31](Cl)=[O:32].[H-].[Na+], predict the reaction product. The product is: [CH3:21][C:17]1([N:16]2[CH2:15][C:2]3([CH2:3][CH2:4][N:5]([C:8]([O:10][C:11]([CH3:13])([CH3:14])[CH3:12])=[O:9])[CH2:6][CH2:7]3)[O:1][CH2:30][C:31]2=[O:32])[CH2:18][CH2:19][CH2:20]1. (4) Given the reactants C[O:2][C:3]([C:5]1([C:8]2[CH:13]=[CH:12][C:11]([C:14]3[CH:19]=[CH:18][C:17]([C:20]4[N:21]=[N:22][N:23]([CH3:34])[C:24]=4[NH:25][C:26]([O:28][C@H:29]([CH3:33])[CH:30]([CH3:32])[CH3:31])=[O:27])=[CH:16][CH:15]=3)=[CH:10][CH:9]=2)[CH2:7][CH2:6]1)=[O:4].[OH-].[Na+], predict the reaction product. The product is: [CH3:33][C@@H:29]([O:28][C:26]([NH:25][C:24]1[N:23]([CH3:34])[N:22]=[N:21][C:20]=1[C:17]1[CH:18]=[CH:19][C:14]([C:11]2[CH:10]=[CH:9][C:8]([C:5]3([C:3]([OH:4])=[O:2])[CH2:7][CH2:6]3)=[CH:13][CH:12]=2)=[CH:15][CH:16]=1)=[O:27])[CH:30]([CH3:31])[CH3:32]. (5) Given the reactants [NH2:1][CH2:2][CH:3]([C:5]1[CH:10]=[CH:9][CH:8]=[C:7]([O:11][CH2:12][C:13]2[CH:18]=[CH:17][CH:16]=[CH:15][CH:14]=2)[CH:6]=1)[OH:4].C=O.[C:21](O)(C(F)(F)F)=O.C([O-])(O)=O.[Na+], predict the reaction product. The product is: [CH2:12]([O:11][C:7]1[CH:6]=[C:5]2[C:10](=[CH:9][CH:8]=1)[CH2:21][NH:1][CH2:2][CH:3]2[OH:4])[C:13]1[CH:18]=[CH:17][CH:16]=[CH:15][CH:14]=1. (6) Given the reactants [NH2:1][C:2]1[CH:10]=[CH:9][C:5]([C:6]([OH:8])=[O:7])=[CH:4][CH:3]=1.[N+]([C:14]1[CH:19]=CC(O)=C[CH:15]=1)([O-])=O.S(=O)(=O)(O)O.OCC(CO)O.[OH-].[Na+], predict the reaction product. The product is: [N:1]1[C:2]2[C:10](=[CH:9][C:5]([C:6]([OH:8])=[O:7])=[CH:4][CH:3]=2)[CH:19]=[CH:14][CH:15]=1. (7) The product is: [N+:13]([C:4]1[CH:5]=[CH:6][C:1]([B:7]([OH:9])[OH:8])=[CH:2][CH:3]=1)([O-:15])=[O:14]. Given the reactants [C:1]1([B:7]([OH:9])[OH:8])[CH:6]=[CH:5][CH:4]=[CH:3][CH:2]=1.B(O)O.[N+:13](C1C=C(B(O)O)C=CC=1)([O-:15])=[O:14], predict the reaction product. (8) The product is: [Cl:1][C:2]1[CH:3]=[N:4][C:5]2[N:6]([N:8]=[C:9]([C:11]([N:24]3[CH2:25][CH:26]=[C:21]([C:18]4[CH:17]=[CH:16][C:15]([Cl:14])=[CH:20][CH:19]=4)[CH2:22][CH:23]3[CH3:27])=[O:13])[CH:10]=2)[CH:7]=1. Given the reactants [Cl:1][C:2]1[CH:3]=[N:4][C:5]2[N:6]([N:8]=[C:9]([C:11]([OH:13])=O)[CH:10]=2)[CH:7]=1.[Cl:14][C:15]1[CH:20]=[CH:19][C:18]([C:21]2[CH2:22][CH:23]([CH3:27])[NH:24][CH2:25][CH:26]=2)=[CH:17][CH:16]=1, predict the reaction product. (9) The product is: [CH3:19][O:18][C:16](=[O:17])[CH2:15][N:6]1[C:7]2[CH:12]=[CH:11][CH:10]=[CH:9][C:8]=2[N:4]([C:1]([CH3:3])=[CH2:2])[C:5]1=[O:13]. Given the reactants [C:1]([N:4]1[C:8]2[CH:9]=[CH:10][CH:11]=[CH:12][C:7]=2[NH:6][C:5]1=[O:13])([CH3:3])=[CH2:2].Br[CH2:15][C:16]([O:18][CH3:19])=[O:17].C(=O)([O-])[O-].[K+].[K+], predict the reaction product. (10) Given the reactants [OH:1][C:2]([C:4]([F:7])([F:6])[F:5])=[O:3].[F:8][C:9]1[CH:35]=[C:34]([F:36])[CH:33]=[CH:32][C:10]=1[O:11][CH:12]1[CH2:17][CH2:16][N:15]([C:18]2[N:23]=[C:22]3[CH2:24][NH:25][CH2:26][CH2:27][C:21]3=[N:20][C:19]=2[NH:28][CH:29]([CH3:31])[CH3:30])[CH2:14][CH2:13]1.[C:37]([CH2:39][C:40](O)=[O:41])#[N:38].CN(C(ON1N=NC2C=CC=NC1=2)=[N+](C)C)C.F[P-](F)(F)(F)(F)F.CCN(C(C)C)C(C)C, predict the reaction product. The product is: [F:8][C:9]1[CH:35]=[C:34]([F:36])[CH:33]=[CH:32][C:10]=1[O:11][CH:12]1[CH2:13][CH2:14][N:15]([C:18]2[N:23]=[C:22]3[CH2:24][N:25]([C:40](=[O:41])[CH2:39][C:37]#[N:38])[CH2:26][CH2:27][C:21]3=[N:20][C:19]=2[NH:28][CH:29]([CH3:31])[CH3:30])[CH2:16][CH2:17]1.[C:2]([OH:3])([C:4]([F:7])([F:6])[F:5])=[O:1].